Dataset: Forward reaction prediction with 1.9M reactions from USPTO patents (1976-2016). Task: Predict the product of the given reaction. (1) Given the reactants [Cl:1][C:2]1[CH:7]=[C:6]([Cl:8])[CH:5]=[CH:4][C:3]=1[C:9](=[O:11])[CH3:10].[BH4-].[Na+].O, predict the reaction product. The product is: [Cl:1][C:2]1[CH:7]=[C:6]([Cl:8])[CH:5]=[CH:4][C:3]=1[CH:9]([OH:11])[CH3:10]. (2) Given the reactants [NH2:1][C:2]1[CH:3]=[C:4]([CH:7]=[CH:8][C:9]=1[NH:10][CH2:11][CH2:12][CH2:13][OH:14])[C:5]#[N:6].[C:15]([N:18]1[C:22]2[CH:23]=[CH:24][CH:25]=[CH:26][C:21]=2[N:20]([CH2:27][C:28](O)=[O:29])[C:19]1=[O:31])([CH3:17])=[CH2:16].CCOC1N(C(OCC)=O)C2C(=CC=CC=2)C=C1, predict the reaction product. The product is: [C:5]([C:4]1[CH:7]=[CH:8][C:9]([NH:10][CH2:11][CH2:12][CH2:13][OH:14])=[C:2]([NH:1][C:28](=[O:29])[CH2:27][N:20]2[C:21]3[CH:26]=[CH:25][CH:24]=[CH:23][C:22]=3[N:18]([C:15]([CH3:17])=[CH2:16])[C:19]2=[O:31])[CH:3]=1)#[N:6]. (3) Given the reactants [CH:1]1([C:4]#[C:5][C:6]2[S:10][C:9]([C:11]([O:13][CH3:14])=[O:12])=[C:8]([NH:15][CH2:16][C:17]([N:19]3[CH2:24][CH2:23][O:22][CH2:21][CH2:20]3)=[O:18])[CH:7]=2)[CH2:3][CH2:2]1.CCN(CC)CC.[CH3:32][C@H:33]1[CH2:38][CH2:37][C@H:36]([C:39](Cl)=[O:40])[CH2:35][CH2:34]1, predict the reaction product. The product is: [CH:1]1([C:4]#[C:5][C:6]2[S:10][C:9]([C:11]([O:13][CH3:14])=[O:12])=[C:8]([N:15]([C:39]([C@H:36]3[CH2:37][CH2:38][C@H:33]([CH3:32])[CH2:34][CH2:35]3)=[O:40])[CH2:16][C:17]([N:19]3[CH2:20][CH2:21][O:22][CH2:23][CH2:24]3)=[O:18])[CH:7]=2)[CH2:2][CH2:3]1.